Predict the reaction yield, written as a fraction of the theoretical maximum amount of product (1.0 means a 100% yield; for example, 0.34 means a 34% yield). From a dataset of Reaction yield outcomes from USPTO patents with 853,638 reactions. The reactants are C([Li])CCC.[CH2:6]([O:9][CH:10]1[CH2:15][CH2:14][CH2:13][CH2:12][O:11]1)[C:7]#[CH:8].[CH3:16][C:17]1[N:21]([C:22]([C:35]2[CH:40]=[CH:39][CH:38]=[CH:37][CH:36]=2)([C:29]2[CH:34]=[CH:33][CH:32]=[CH:31][CH:30]=2)[C:23]2[CH:28]=[CH:27][CH:26]=[CH:25][CH:24]=2)[CH:20]=[N:19][C:18]=1[CH:41]=[O:42].O. The catalyst is C1COCC1.C(OCC)(=O)C. The product is [CH3:16][C:17]1[N:21]([C:22]([C:23]2[CH:28]=[CH:27][CH:26]=[CH:25][CH:24]=2)([C:35]2[CH:36]=[CH:37][CH:38]=[CH:39][CH:40]=2)[C:29]2[CH:30]=[CH:31][CH:32]=[CH:33][CH:34]=2)[CH:20]=[N:19][C:18]=1[CH:41]([OH:42])[C:8]#[C:7][CH2:6][O:9][CH:10]1[CH2:15][CH2:14][CH2:13][CH2:12][O:11]1. The yield is 0.930.